From a dataset of Catalyst prediction with 721,799 reactions and 888 catalyst types from USPTO. Predict which catalyst facilitates the given reaction. (1) Reactant: [Cl:1][C:2]1[N:3]=[CH:4][C:5]([O:16][CH3:17])=[C:6]2[C:10]([C:11](=[O:15])[C:12]([OH:14])=O)=[CH:9][NH:8][C:7]=12.[C:18]1([N:24]2[C:28]([N:29]3[CH2:34][CH2:33][NH:32][CH2:31][CH2:30]3)=[N:27][N:26]=[N:25]2)[CH:23]=[CH:22][CH:21]=[CH:20][CH:19]=1.CN(C(ON1N=NC2C=CC=CC1=2)=[N+](C)C)C.[B-](F)(F)(F)F.C(N(CC)C(C)C)(C)C. Product: [Cl:1][C:2]1[N:3]=[CH:4][C:5]([O:16][CH3:17])=[C:6]2[C:10]([C:11](=[O:15])[C:12]([N:32]3[CH2:33][CH2:34][N:29]([C:28]4[N:24]([C:18]5[CH:23]=[CH:22][CH:21]=[CH:20][CH:19]=5)[N:25]=[N:26][N:27]=4)[CH2:30][CH2:31]3)=[O:14])=[CH:9][NH:8][C:7]=12. The catalyst class is: 3. (2) Reactant: [CH3:1][O:2][C:3]1[CH:11]=[C:10]2[C:6]([CH2:7][N:8]([CH3:13])[C:9]2=[O:12])=[CH:5][C:4]=1[N+:14]([O-])=O.O.O.Cl[Sn]Cl.C(Cl)Cl.[OH-].[Na+]. Product: [NH2:14][C:4]1[CH:5]=[C:6]2[C:10](=[CH:11][C:3]=1[O:2][CH3:1])[C:9](=[O:12])[N:8]([CH3:13])[CH2:7]2. The catalyst class is: 40. (3) Reactant: [OH:1][N:2]=[C:3]([NH2:7])[CH:4]([OH:6])[CH3:5].[Cl:8][C:9]1[CH:10]=[C:11]([CH:15]=[CH:16][CH:17]=1)[C:12](Cl)=O.CCOCC.C([O-])(=O)C.[Na+]. Product: [Cl:8][C:9]1[CH:10]=[C:11]([C:12]2[O:1][N:2]=[C:3]([CH:4]([OH:6])[CH3:5])[N:7]=2)[CH:15]=[CH:16][CH:17]=1. The catalyst class is: 20. (4) Reactant: [CH3:1][S:2]([C:5]1[CH:10]=[CH:9][C:8](B(O)O)=[CH:7][CH:6]=1)(=[O:4])=[O:3].Br[C:15]1[CH:20]=[CH:19][C:18]([OH:21])=[CH:17][CH:16]=1.C([O-])([O-])=O.[Na+].[Na+]. Product: [CH3:1][S:2]([C:5]1[CH:10]=[CH:9][C:8]([C:15]2[CH:20]=[CH:19][C:18]([OH:21])=[CH:17][CH:16]=2)=[CH:7][CH:6]=1)(=[O:4])=[O:3]. The catalyst class is: 104. (5) Reactant: FC(F)(F)C(O)=O.[NH2:8][C@H:9]1[CH2:13][C@@H:12]([N:14]2[CH:22]=[N:21][C:20]3[C:15]2=[N:16][C:17]([Cl:24])=[N:18][C:19]=3[Cl:23])[C@H:11]([OH:25])[C@@H:10]1[OH:26].CCN(C(C)C)C(C)C.[C:36](Cl)(=[O:39])[CH2:37][CH3:38]. Product: [Cl:24][C:17]1[N:16]=[C:15]2[C:20]([N:21]=[CH:22][N:14]2[C@@H:12]2[CH2:13][C@H:9]([NH:8][C:36](=[O:39])[CH2:37][CH3:38])[C@@H:10]([OH:26])[C@H:11]2[OH:25])=[C:19]([Cl:23])[N:18]=1. The catalyst class is: 1. (6) Reactant: [NH2:1][C:2]1[CH:7]=[C:6]([CH3:8])[N:5]([C:9]2[CH:14]=[CH:13][CH:12]=[CH:11][CH:10]=2)[C:4](=[O:15])[N:3]=1.Cl[CH2:17][CH:18]=O.O. Product: [CH3:8][C:6]1[N:5]([C:9]2[CH:10]=[CH:11][CH:12]=[CH:13][CH:14]=2)[C:4](=[O:15])[N:3]2[CH:17]=[CH:18][N:1]=[C:2]2[CH:7]=1. The catalyst class is: 14. (7) The catalyst class is: 2. Product: [CH2:29]1[C:28]2([CH2:31][CH2:32][CH2:33][CH2:34][CH2:35]2)[CH2:27][CH2:26][CH:25]([C:23]2[N:22]=[CH:21][N:20]([C:1]([C:8]3[CH:9]=[CH:10][CH:11]=[CH:12][CH:13]=3)([C:14]3[CH:19]=[CH:18][CH:17]=[CH:16][CH:15]=3)[C:2]3[CH:3]=[CH:4][CH:5]=[CH:6][CH:7]=3)[CH:24]=2)[CH2:30]1. Reactant: [C:1]([N:20]1[CH:24]=[C:23]([C:25]2(O)[CH2:30][CH2:29][C:28]3([CH2:35][CH2:34][CH2:33][CH2:32][CH2:31]3)[CH2:27][CH2:26]2)[N:22]=[CH:21]1)([C:14]1[CH:19]=[CH:18][CH:17]=[CH:16][CH:15]=1)([C:8]1[CH:13]=[CH:12][CH:11]=[CH:10][CH:9]=1)[C:2]1[CH:7]=[CH:6][CH:5]=[CH:4][CH:3]=1.[SiH](CC)(CC)CC.B(F)(F)F. (8) Reactant: [C:1]([O:5][C:6](=[O:20])[NH:7][C@@H:8]1[CH2:12][CH2:11][C@H:10]([NH:13]C(OCC=C)=O)[CH2:9]1)([CH3:4])([CH3:3])[CH3:2]. Product: [NH3:7].[C:1]([O:5][C:6](=[O:20])[NH:7][C@@H:8]1[CH2:12][CH2:11][C@H:10]([NH2:13])[CH2:9]1)([CH3:4])([CH3:2])[CH3:3]. The catalyst class is: 61. (9) Reactant: [NH:1]1[CH2:6][CH2:5][O:4][CH2:3][CH2:2]1.Cl[C:8]1[N:13]=[CH:12][C:11]([C:14]2[N:19]=[C:18]([NH:20][C:21]3[CH:26]=[C:25]([O:27][CH3:28])[C:24]([O:29][CH3:30])=[C:23]([O:31][CH3:32])[CH:22]=3)[C:17]3=[C:33]([CH3:37])[N:34]=[C:35]([CH3:36])[N:16]3[N:15]=2)=[CH:10][CH:9]=1.C(=O)([O-])[O-].[K+].[K+]. Product: [CH3:37][C:33]1[N:34]=[C:35]([CH3:36])[N:16]2[C:17]=1[C:18]([NH:20][C:21]1[CH:26]=[C:25]([O:27][CH3:28])[C:24]([O:29][CH3:30])=[C:23]([O:31][CH3:32])[CH:22]=1)=[N:19][C:14]([C:11]1[CH:12]=[N:13][C:8]([N:1]3[CH2:6][CH2:5][O:4][CH2:3][CH2:2]3)=[CH:9][CH:10]=1)=[N:15]2. The catalyst class is: 6.